From a dataset of Full USPTO retrosynthesis dataset with 1.9M reactions from patents (1976-2016). Predict the reactants needed to synthesize the given product. (1) Given the product [F:42][C:2]([F:1])([F:41])[C:3]1[CH:4]=[C:5]([C:13]([CH3:40])([CH3:39])[C:14]([N:16]([C:17]2[CH:22]=[N:21][C:20]([NH:23][C:24](=[O:25])[CH2:26][OH:27])=[CH:19][C:18]=2[C:31]2[CH:36]=[CH:35][CH:34]=[CH:33][C:32]=2[CH3:37])[CH3:38])=[O:15])[CH:6]=[C:7]([C:9]([F:10])([F:11])[F:12])[CH:8]=1, predict the reactants needed to synthesize it. The reactants are: [F:1][C:2]([F:42])([F:41])[C:3]1[CH:4]=[C:5]([C:13]([CH3:40])([CH3:39])[C:14]([N:16]([CH3:38])[C:17]2[C:18]([C:31]3[CH:36]=[CH:35][CH:34]=[CH:33][C:32]=3[CH3:37])=[CH:19][C:20]([NH:23][C:24]([CH2:26][O:27]C(=O)C)=[O:25])=[N:21][CH:22]=2)=[O:15])[CH:6]=[C:7]([C:9]([F:12])([F:11])[F:10])[CH:8]=1.[OH-].[Na+].C(OCC)(=O)C. (2) Given the product [CH2:1]([O:8][C:9]1[CH:16]=[CH:15][C:12]([CH2:13][Br:20])=[C:11]([F:17])[C:10]=1[F:18])[C:2]1[CH:7]=[CH:6][CH:5]=[CH:4][CH:3]=1, predict the reactants needed to synthesize it. The reactants are: [CH2:1]([O:8][C:9]1[CH:16]=[CH:15][C:12]([CH2:13]O)=[C:11]([F:17])[C:10]=1[F:18])[C:2]1[CH:7]=[CH:6][CH:5]=[CH:4][CH:3]=1.P(Br)(Br)[Br:20]. (3) Given the product [CH2:1]([O:8][C:9]([N:11]1[CH2:12][CH2:13][CH:14]([CH2:17][O:18][C:19]2[CH:20]=[C:21]3[C:22](=[CH:23][CH:24]=2)[NH:25][N:40]=[C:26]3[S:27]([C:30]2[C:39]3[C:34](=[CH:35][CH:36]=[CH:37][CH:38]=3)[CH:33]=[CH:32][CH:31]=2)(=[O:29])=[O:28])[CH2:15][CH2:16]1)=[O:10])[C:2]1[CH:3]=[CH:4][CH:5]=[CH:6][CH:7]=1, predict the reactants needed to synthesize it. The reactants are: [CH2:1]([O:8][C:9]([N:11]1[CH2:16][CH2:15][CH:14]([CH2:17][O:18][C:19]2[CH:24]=[CH:23][C:22]([NH2:25])=[C:21]([CH2:26][S:27]([C:30]3[C:39]4[C:34](=[CH:35][CH:36]=[CH:37][CH:38]=4)[CH:33]=[CH:32][CH:31]=3)(=[O:29])=[O:28])[CH:20]=2)[CH2:13][CH2:12]1)=[O:10])[C:2]1[CH:7]=[CH:6][CH:5]=[CH:4][CH:3]=1.[N:40]([O-])=O.[Na+].C(=O)(O)[O-].[Na+]. (4) Given the product [Cl:5][C:6]1[CH:22]=[CH:21][C:9]([O:10][C:11]2[N:12]=[CH:13][C:14]([NH2:18])=[CH:15][C:16]=2[CH3:17])=[CH:8][C:7]=1[C:23]([F:26])([F:24])[F:25], predict the reactants needed to synthesize it. The reactants are: C(O)C.Cl.[Cl:5][C:6]1[CH:22]=[CH:21][C:9]([O:10][C:11]2[C:16]([CH3:17])=[CH:15][C:14]([N+:18]([O-])=O)=[CH:13][N:12]=2)=[CH:8][C:7]=1[C:23]([F:26])([F:25])[F:24]. (5) Given the product [Cl:1][CH2:2][C:3]1[CH:11]=[CH:10][C:6]([C:7]([NH:12][C:13]2[CH:14]=[C:15]([C:27]3[CH:28]=[CH:29][CH:30]=[CH:31][CH:32]=3)[CH:16]=[CH:17][C:18]=2[NH:19][C:20](=[O:26])[O:21][C:22]([CH3:25])([CH3:24])[CH3:23])=[O:8])=[CH:5][CH:4]=1, predict the reactants needed to synthesize it. The reactants are: [Cl:1][CH2:2][C:3]1[CH:11]=[CH:10][C:6]([C:7](Cl)=[O:8])=[CH:5][CH:4]=1.[NH2:12][C:13]1[CH:14]=[C:15]([C:27]2[CH:32]=[CH:31][CH:30]=[CH:29][CH:28]=2)[CH:16]=[CH:17][C:18]=1[NH:19][C:20](=[O:26])[O:21][C:22]([CH3:25])([CH3:24])[CH3:23].CCN(C(C)C)C(C)C.C([O-])(O)=O.[Na+].